From a dataset of Forward reaction prediction with 1.9M reactions from USPTO patents (1976-2016). Predict the product of the given reaction. (1) Given the reactants [CH3:1][O:2][C:3](=[O:12])[C:4]1[CH:9]=[C:8]([NH2:10])[C:7]([NH2:11])=[N:6][CH:5]=1.[N+:13]([C:16]1[CH:24]=[CH:23][C:19]([C:20](Cl)=[O:21])=[CH:18][CH:17]=1)([O-:15])=[O:14].O, predict the reaction product. The product is: [CH3:1][O:2][C:3](=[O:12])[C:4]1[CH:9]=[C:8]([NH:10][C:20](=[O:21])[C:19]2[CH:18]=[CH:17][C:16]([N+:13]([O-:15])=[O:14])=[CH:24][CH:23]=2)[C:7]([NH2:11])=[N:6][CH:5]=1. (2) Given the reactants C1C=CC(C([S+]([O-])CC(N)=[O:17])C2C=CC=CC=2)=CC=1.[CH:20]([S:33][C:34]([OH:36])=[O:35])([C:27]1[CH:32]=[CH:31][CH:30]=[CH:29][CH:28]=1)[C:21]1[CH:26]=[CH:25][CH:24]=[CH:23][CH:22]=1, predict the reaction product. The product is: [CH:20]([S@@:33]([C:34]([OH:36])=[O:35])=[O:17])([C:27]1[CH:28]=[CH:29][CH:30]=[CH:31][CH:32]=1)[C:21]1[CH:26]=[CH:25][CH:24]=[CH:23][CH:22]=1. (3) Given the reactants [CH:1]([C:3]1[CH:8]=[CH:7][C:6]([C:9]2[CH:14]=[CH:13][CH:12]=[CH:11][CH:10]=2)=[CH:5][CH:4]=1)=[CH2:2].[C:15](=[O:20])([O:17]CC)[NH2:16].C[C:22]1([CH3:29])[NH:26][C:25](=O)[NH:24][C:23]1=O.[CH3:30][CH2:31][C@H:32]1[C@H]2C[C@H]([C@H](OC3C4C(=CC=CC=4)C(O[C@H](C4C=CN=C5C=4C=C(OC)C=C5)[C@@H]4N5C[C@H](CC)[C@@H](CC5)C4)=NN=3)C3C=CN=C4C=3C=C(OC)C=C4)N(CC2)C1.[OH-].[Na+].IC1C=C(N)C(N)=CC=1.[F-].[Cs+].C1(N)CCCCC1N, predict the reaction product. The product is: [NH:26]1[C:22]2[CH:29]=[C:30]([N:16]3[C@@H:1]([C:3]4[CH:8]=[CH:7][C:6]([C:9]5[CH:14]=[CH:13][CH:12]=[CH:11][CH:10]=5)=[CH:5][CH:4]=4)[CH2:2][O:17][C:15]3=[O:20])[CH:31]=[CH:32][C:23]=2[N:24]=[CH:25]1. (4) Given the reactants [N+:1]([C:4]1[CH:9]=[CH:8][C:7]([CH2:10][CH2:11][CH2:12][N:13]2[CH:17]=[CH:16][N:15]=[CH:14]2)=[CH:6][CH:5]=1)([O-])=O.[Cl-].[Ca+2].[Cl-], predict the reaction product. The product is: [N:13]1([CH2:12][CH2:11][CH2:10][C:7]2[CH:8]=[CH:9][C:4]([NH2:1])=[CH:5][CH:6]=2)[CH:17]=[CH:16][N:15]=[CH:14]1. (5) Given the reactants C(OC(=O)[NH:7][C:8]1[CH:13]=[CH:12][CH:11]=[CH:10][C:9]=1[NH:14][C:15](=[O:54])/[CH:16]=[CH:17]/[C:18]1[CH:23]=[CH:22][C:21]([CH:24]([N:37](C(OC(C)(C)C)=O)[CH2:38][CH:39]([N:41]2[CH2:46][CH2:45][O:44][CH2:43][CH2:42]2)[CH3:40])[C:25](=[O:36])[NH:26][C:27]2[CH:32]=[CH:31][C:30]([CH:33]([CH3:35])[CH3:34])=[CH:29][CH:28]=2)=[CH:20][CH:19]=1)(C)(C)C, predict the reaction product. The product is: [NH2:7][C:8]1[CH:13]=[CH:12][CH:11]=[CH:10][C:9]=1[NH:14][C:15](=[O:54])/[CH:16]=[CH:17]/[C:18]1[CH:19]=[CH:20][C:21]([CH:24]([C:25](=[O:36])[NH:26][C:27]2[CH:32]=[CH:31][C:30]([CH:33]([CH3:34])[CH3:35])=[CH:29][CH:28]=2)[NH:37][CH2:38][CH:39]([N:41]2[CH2:42][CH2:43][O:44][CH2:45][CH2:46]2)[CH3:40])=[CH:22][CH:23]=1. (6) Given the reactants [CH3:1][C:2]([CH3:19])([CH3:18])[C:3]#[C:4][C:5]1[CH:14]=[C:13]([N+:15]([O-:17])=[O:16])[CH:12]=[CH:11][C:6]=1[C:7]([O:9]C)=[O:8], predict the reaction product. The product is: [CH3:1][C:2]([CH3:19])([CH3:18])[C:3]#[C:4][C:5]1[CH:14]=[C:13]([N+:15]([O-:17])=[O:16])[CH:12]=[CH:11][C:6]=1[C:7]([OH:9])=[O:8]. (7) Given the reactants C[O:2][C:3]1[CH:4]=[C:5]([NH:46][S:47]([CH2:50][CH:51]2[CH2:56][CH2:55][O:54][CH2:53][CH2:52]2)(=[O:49])=[O:48])[CH:6]=[CH:7][C:8]=1[C:9]1[C:17]2[C:16]([NH:18][C@H:19]([C:21]3[N:26]([C:27]4[CH:32]=[CH:31][CH:30]=[CH:29][CH:28]=4)[C:25](=[O:33])[C:24]4=[C:34]([CH3:37])[CH:35]=[CH:36][N:23]4[N:22]=3)[CH3:20])=[N:15][CH:14]=[N:13][C:12]=2[N:11](COCC[Si](C)(C)C)[CH:10]=1.B(Br)(Br)Br.N, predict the reaction product. The product is: [OH:2][C:3]1[CH:4]=[C:5]([NH:46][S:47]([CH2:50][CH:51]2[CH2:52][CH2:53][O:54][CH2:55][CH2:56]2)(=[O:49])=[O:48])[CH:6]=[CH:7][C:8]=1[C:9]1[C:17]2[C:16]([NH:18][C@H:19]([C:21]3[N:26]([C:27]4[CH:28]=[CH:29][CH:30]=[CH:31][CH:32]=4)[C:25](=[O:33])[C:24]4=[C:34]([CH3:37])[CH:35]=[CH:36][N:23]4[N:22]=3)[CH3:20])=[N:15][CH:14]=[N:13][C:12]=2[NH:11][CH:10]=1. (8) Given the reactants [F:1][CH:2]([F:32])[N:3]1[N:19]=[CH:18][C:17]2[NH:16][C:15](=[O:20])[C@H:14]([CH3:21])[CH2:13][CH:12]([F:22])[CH2:11][C@H:10]([NH:23][C:24](=O)[O:25]C(C)(C)C)[C:9]3[CH:31]=[C:5]([CH:6]=[CH:7][CH:8]=3)[C:4]1=2.Cl.[Cl:34][C:35]1[CH:36]=[CH:37][C:38]([N:48]2[CH:52]=[C:51]([Cl:53])[N:50]=[N:49]2)=[C:39]([C:41]2[N:46]=[CH:45]N=C(O)[CH:42]=2)[CH:40]=1.CN(C(ON1N=NC2C=CC=NC1=2)=[N+](C)C)C.F[P-](F)(F)(F)(F)F.C1CCN2C(=NCCC2)CC1, predict the reaction product. The product is: [Cl:34][C:35]1[CH:36]=[CH:37][C:38]([N:48]2[CH:52]=[C:51]([Cl:53])[N:50]=[N:49]2)=[C:39]([C:41]2[N:46]=[CH:45][N:23]([C@@H:10]3[C:7]4[CH:6]=[C:5]([CH:31]=[CH:9][CH:8]=4)[C:4]4[N:3]([CH:2]([F:32])[F:1])[N:19]=[CH:18][C:17]=4[NH:16][C:15](=[O:20])[C@H:14]([CH3:21])[CH2:13][CH:12]([F:22])[CH2:11]3)[C:24](=[O:25])[CH:42]=2)[CH:40]=1. (9) Given the reactants O[CH:2]([C:14]1[N:15]([CH2:19][O:20][CH2:21][CH2:22][Si:23]([CH3:26])([CH3:25])[CH3:24])[CH:16]=[CH:17][N:18]=1)[CH2:3][C:4]([C:6]1[CH:11]=[CH:10][C:9]([C:12]#[N:13])=[CH:8][CH:7]=1)=[O:5].C1(C)C=CC(S([O-])(=O)=O)=CC=1.[NH+]1C=CC=CC=1.C([O-])(O)=O.[Na+], predict the reaction product. The product is: [C:12]([C:9]1[CH:10]=[CH:11][C:6]([C:4](=[O:5])[CH:3]=[CH:2][C:14]2[N:15]([CH2:19][O:20][CH2:21][CH2:22][Si:23]([CH3:24])([CH3:26])[CH3:25])[CH:16]=[CH:17][N:18]=2)=[CH:7][CH:8]=1)#[N:13].